This data is from Peptide-MHC class II binding affinity with 134,281 pairs from IEDB. The task is: Regression. Given a peptide amino acid sequence and an MHC pseudo amino acid sequence, predict their binding affinity value. This is MHC class II binding data. The peptide sequence is ISGYNFSLGAAVKAG. The binding affinity (normalized) is 0.914. The MHC is DRB1_0901 with pseudo-sequence DRB1_0901.